This data is from Full USPTO retrosynthesis dataset with 1.9M reactions from patents (1976-2016). The task is: Predict the reactants needed to synthesize the given product. (1) Given the product [ClH:36].[F:35][C:2]([F:1])([F:34])[CH:3]([CH2:21][C:22]1[O:23][C:24]([C:27]2[CH:28]=[CH:29][C:30]([F:33])=[CH:31][CH:32]=2)=[N:25][N:26]=1)[CH2:4][N:5]1[CH2:10][CH2:9][O:8][CH:7]([C:11]2[CH:16]=[CH:15][CH:14]=[C:13]([C:17]([F:20])([F:19])[F:18])[CH:12]=2)[CH2:6]1, predict the reactants needed to synthesize it. The reactants are: [F:1][C:2]([F:35])([F:34])[CH:3]([CH2:21][C:22]1[O:23][C:24]([C:27]2[CH:32]=[CH:31][C:30]([F:33])=[CH:29][CH:28]=2)=[N:25][N:26]=1)[CH2:4][N:5]1[CH2:10][CH2:9][O:8][CH:7]([C:11]2[CH:16]=[CH:15][CH:14]=[C:13]([C:17]([F:20])([F:19])[F:18])[CH:12]=2)[CH2:6]1.[ClH:36]. (2) Given the product [CH3:23][C@@:22]12[C@@H:14]([C@@H:6]([CH2:7][CH2:8][CH2:9][C:10]([CH3:12])([O:13][Si:28]([CH3:32])([CH3:31])[CH3:30])[CH3:11])[CH2:5][CH2:4][C:3](=[O:25])[C:2]([CH3:27])([O:1][Si:28]([CH3:32])([CH3:31])[CH3:30])[CH3:26])[CH2:15][CH2:16][C@H:17]1[C:18](=[O:24])[CH2:19][CH2:20][CH2:21]2, predict the reactants needed to synthesize it. The reactants are: [OH:1][C:2]([CH3:27])([CH3:26])[C:3](=[O:25])[CH2:4][CH2:5][C@@H:6]([C@@H:14]1[C@:22]2([CH3:23])[C@H:17]([C:18](=[O:24])[CH2:19][CH2:20][CH2:21]2)[CH2:16][CH2:15]1)[CH2:7][CH2:8][CH2:9][C:10]([OH:13])([CH3:12])[CH3:11].[Si:28]([C:32]1NC=CN=1)([CH3:31])([CH3:30])C. (3) Given the product [Cl:1][C:2]1[N:3]=[CH:4][C:5]([CH:8]2[CH2:13][CH2:12][CH2:11][C:10]([NH:17][CH3:16])=[N:9]2)=[CH:6][CH:7]=1, predict the reactants needed to synthesize it. The reactants are: [Cl:1][C:2]1[CH:7]=[CH:6][C:5]([CH:8]2[CH2:13][CH2:12][CH2:11][C:10](SC)=[N:9]2)=[CH:4][N:3]=1.[CH3:16][NH2:17]. (4) Given the product [Br:7][C:8]1[CH:13]=[CH:12][C:11]([N:14]2[C:23]3[C:18](=[CH:19][C:20]([S:24]([NH:1][C:2]4[CH:6]=[CH:5][O:4][N:3]=4)(=[O:26])=[O:25])=[CH:21][CH:22]=3)[CH:17]=[CH:16][C:15]2=[O:39])=[C:10]([O:40][CH3:41])[CH:9]=1, predict the reactants needed to synthesize it. The reactants are: [NH2:1][C:2]1[CH:6]=[CH:5][O:4][N:3]=1.[Br:7][C:8]1[CH:13]=[CH:12][C:11]([N:14]2[C:23]3[C:18](=[CH:19][C:20]([S:24](OC4C(F)=C(F)C(F)=C(F)C=4F)(=[O:26])=[O:25])=[CH:21][CH:22]=3)[CH:17]=[CH:16][C:15]2=[O:39])=[C:10]([O:40][CH3:41])[CH:9]=1.[Li+].C[Si]([N-][Si](C)(C)C)(C)C.Cl. (5) Given the product [CH3:34][O:33][C:31](=[O:32])[C:30]1[CH:35]=[CH:36][C:27]([O:15][CH2:14][CH:13]([N:12]2[C:11]3[CH:22]=[CH:23][CH:24]=[CH:25][C:10]=3[N:9]=[C:8]2[C:5]2[CH:6]=[CH:7][C:2]([Cl:1])=[CH:3][CH:4]=2)[CH:16]2[CH2:21][CH2:20][CH2:19][CH2:18][CH2:17]2)=[CH:28][CH:29]=1, predict the reactants needed to synthesize it. The reactants are: [Cl:1][C:2]1[CH:7]=[CH:6][C:5]([C:8]2[N:12]([CH:13]([CH:16]3[CH2:21][CH2:20][CH2:19][CH2:18][CH2:17]3)[CH2:14][OH:15])[C:11]3[CH:22]=[CH:23][CH:24]=[CH:25][C:10]=3[N:9]=2)=[CH:4][CH:3]=1.O[C:27]1[CH:36]=[CH:35][C:30]([C:31]([O:33][CH3:34])=[O:32])=[CH:29][CH:28]=1.N(C(OC(C)(C)C)=O)=NC(OC(C)(C)C)=O. (6) Given the product [F:29][CH:23]([F:30])[O:15][C:3]1[C:4](=[O:5])[N:6]([C:9]2[CH:10]=[CH:11][CH:12]=[CH:13][CH:14]=2)[N:7]([CH3:8])[C:2]=1[CH3:1], predict the reactants needed to synthesize it. The reactants are: [CH3:1][C:2]1[N:7]([CH3:8])[N:6]([C:9]2[CH:14]=[CH:13][CH:12]=[CH:11][CH:10]=2)[C:4](=[O:5])[C:3]=1[OH:15].C(=O)([O-])[O-].[Cs+].[Cs+].Br[C:23]([F:30])([F:29])C(OCC)=O.[OH-].[Na+].